Dataset: Full USPTO retrosynthesis dataset with 1.9M reactions from patents (1976-2016). Task: Predict the reactants needed to synthesize the given product. (1) Given the product [F:8][C:5]1[C:4]([F:9])=[CH:3][C:2]([C:18]2[CH:19]=[N:20][NH:21][CH:22]=2)=[CH:7][N:6]=1, predict the reactants needed to synthesize it. The reactants are: Br[C:2]1[CH:3]=[C:4]([F:9])[C:5]([F:8])=[N:6][CH:7]=1.CC1(C)C(C)(C)OB([C:18]2[CH:19]=[N:20][N:21](C(OC(C)(C)C)=O)[CH:22]=2)O1.C([O-])([O-])=O.[Na+].[Na+]. (2) Given the product [F:1][C:2]1[CH:3]=[C:4]([N+:9]([O-:11])=[O:10])[CH:5]=[CH:6][C:7]=1[N:12]1[CH:16]=[CH:15][N:14]=[CH:13]1, predict the reactants needed to synthesize it. The reactants are: [F:1][C:2]1[CH:3]=[C:4]([N+:9]([O-:11])=[O:10])[CH:5]=[CH:6][C:7]=1F.[NH:12]1[CH:16]=[CH:15][N:14]=[CH:13]1.C([O-])([O-])=O.[K+].[K+].O. (3) Given the product [Cl:1][C:2]1[N:3]=[C:4]2[CH:9]=[CH:8][C:7]([C:10]3[CH:11]=[N:12][CH:13]=[N:14][CH:15]=3)=[N:6][N:5]2[C:16]=1[C:22]1[CH:23]=[C:18]([Cl:17])[N:19]=[C:20]([CH3:25])[N:21]=1, predict the reactants needed to synthesize it. The reactants are: [Cl:1][C:2]1[N:3]=[C:4]2[CH:9]=[CH:8][C:7]([C:10]3[CH:11]=[N:12][CH:13]=[N:14][CH:15]=3)=[N:6][N:5]2[CH:16]=1.[Cl:17][C:18]1[CH:23]=[C:22](Cl)[N:21]=[C:20]([CH3:25])[N:19]=1.C(=O)([O-])[O-].[Cs+].[Cs+].C1(P(C2C=CC=CC=2)C2C=CC=CC=2)C=CC=CC=1. (4) Given the product [C:6]([C:8]1[C:16]2[C:11](=[CH:12][CH:13]=[CH:14][CH:15]=2)[N:10]([C:17]2[C:26]3[C:21](=[CH:22][C:23]([O:27][CH3:28])=[CH:24][CH:25]=3)[N:20]=[CH:19][CH:18]=2)[CH:9]=1)([OH:7])=[O:5], predict the reactants needed to synthesize it. The reactants are: O.[OH-].[Li+].C[O:5][C:6]([C:8]1[C:16]2[C:11](=[CH:12][CH:13]=[CH:14][CH:15]=2)[N:10]([C:17]2[C:26]3[C:21](=[CH:22][C:23]([O:27][CH3:28])=[CH:24][CH:25]=3)[N:20]=[CH:19][CH:18]=2)[CH:9]=1)=[O:7].